The task is: Predict which catalyst facilitates the given reaction.. This data is from Catalyst prediction with 721,799 reactions and 888 catalyst types from USPTO. (1) Reactant: C(O)(=O)/C=C/C(O)=O.[Cl:9][C:10]1[N:15]=[N:14][C:13]([O:16]C(O)C)=[C:12]([N:20]2[CH2:25][CH2:24][NH:23][CH2:22][CH2:21]2)[CH:11]=1. Product: [Cl:9][C:10]1[N:15]=[N:14][C:13]([OH:16])=[C:12]([N:20]2[CH2:25][CH2:24][NH:23][CH2:22][CH2:21]2)[CH:11]=1. The catalyst class is: 201. (2) Reactant: [ClH:1].FC(F)(F)C(O)=O.[CH3:9][C:10]1[C:15]([CH3:16])=[CH:14][N:13]=[C:12]([N:17]2[C:21](=[O:22])[C:20]([N:23]3[CH:27]=[C:26]([C:28]([F:31])([F:30])[F:29])[N:25]=[CH:24]3)=[CH:19][NH:18]2)[CH:11]=1. Product: [ClH:1].[CH3:9][C:10]1[C:15]([CH3:16])=[CH:14][N:13]=[C:12]([N:17]2[C:21](=[O:22])[C:20]([N:23]3[CH:27]=[C:26]([C:28]([F:30])([F:31])[F:29])[N:25]=[CH:24]3)=[CH:19][NH:18]2)[CH:11]=1. The catalyst class is: 12.